From a dataset of NCI-60 drug combinations with 297,098 pairs across 59 cell lines. Regression. Given two drug SMILES strings and cell line genomic features, predict the synergy score measuring deviation from expected non-interaction effect. (1) Drug 1: CC1=C2C(C(=O)C3(C(CC4C(C3C(C(C2(C)C)(CC1OC(=O)C(C(C5=CC=CC=C5)NC(=O)C6=CC=CC=C6)O)O)OC(=O)C7=CC=CC=C7)(CO4)OC(=O)C)O)C)OC(=O)C. Drug 2: C1CC(CNC1)C2=CC=C(C=C2)N3C=C4C=CC=C(C4=N3)C(=O)N. Cell line: UACC62. Synergy scores: CSS=32.4, Synergy_ZIP=-6.41, Synergy_Bliss=-10.2, Synergy_Loewe=-32.0, Synergy_HSA=-5.71. (2) Drug 1: CCC1=CC2CC(C3=C(CN(C2)C1)C4=CC=CC=C4N3)(C5=C(C=C6C(=C5)C78CCN9C7C(C=CC9)(C(C(C8N6C)(C(=O)OC)O)OC(=O)C)CC)OC)C(=O)OC.C(C(C(=O)O)O)(C(=O)O)O. Drug 2: C1=CC(=CC=C1CCCC(=O)O)N(CCCl)CCCl. Cell line: MDA-MB-231. Synergy scores: CSS=38.0, Synergy_ZIP=-9.92, Synergy_Bliss=-8.47, Synergy_Loewe=-19.6, Synergy_HSA=-3.32.